Dataset: Reaction yield outcomes from USPTO patents with 853,638 reactions. Task: Predict the reaction yield, written as a fraction of the theoretical maximum amount of product (1.0 means a 100% yield; for example, 0.34 means a 34% yield). (1) The reactants are [OH-:1].[Na+].[C:3]([C:5]1[CH:10]=[CH:9][CH:8]=[C:7]([CH2:11][CH3:12])[CH:6]=1)#N.C[OH:14]. No catalyst specified. The product is [CH2:11]([C:7]1[CH:6]=[C:5]([CH:10]=[CH:9][CH:8]=1)[C:3]([OH:14])=[O:1])[CH3:12]. The yield is 0.280. (2) The reactants are [Cl:1][C:2]1[C:7]([N+:8]([O-:10])=[O:9])=[CH:6][CH:5]=[CH:4][N:3]=1.[Li+].[Cl-].Br[CH:14]1[CH2:19][CH2:18][CH2:17][CH:16]=[CH:15]1.C([Cu])#N. The catalyst is C1COCC1. The product is [Cl:1][C:2]1[C:7]([N+:8]([O-:10])=[O:9])=[C:6]([CH:19]2[CH2:18][CH2:17][CH2:16][CH:15]=[CH:14]2)[CH:5]=[CH:4][N:3]=1. The yield is 0.730. (3) The yield is 0.920. The product is [CH3:22][C:23]1[N:28]=[CH:27][C:26]([CH2:29][O:30][C:31]2[CH:36]=[CH:35][N:34]([C:2]3[CH:7]=[CH:6][C:5]4[C:8]5[CH2:9][N:10]([C:15]([O:17][C:18]([CH3:21])([CH3:20])[CH3:19])=[O:16])[CH2:11][CH2:12][C:13]=5[O:14][C:4]=4[CH:3]=3)[C:33](=[O:37])[CH:32]=2)=[CH:25][CH:24]=1. No catalyst specified. The reactants are Br[C:2]1[CH:7]=[CH:6][C:5]2[C:8]3[CH2:9][N:10]([C:15]([O:17][C:18]([CH3:21])([CH3:20])[CH3:19])=[O:16])[CH2:11][CH2:12][C:13]=3[O:14][C:4]=2[CH:3]=1.[CH3:22][C:23]1[N:28]=[CH:27][C:26]([CH2:29][O:30][C:31]2[CH:36]=[CH:35][NH:34][C:33](=[O:37])[CH:32]=2)=[CH:25][CH:24]=1. (4) The reactants are [Cl:1][C:2]1[CH:3]=[CH:4][C:5]([I:11])=[C:6]([CH:10]=1)[C:7](O)=[O:8].S(Cl)(Cl)=O.ClC1C=CC(I)=C(C=1)C(Cl)=O.Cl.[CH3:28][NH:29][O:30][CH3:31].N1C=CC=CC=1. The catalyst is C(Cl)Cl.CN(C=O)C. The product is [Cl:1][C:2]1[CH:3]=[CH:4][C:5]([I:11])=[C:6]([CH:10]=1)[C:7]([N:29]([O:30][CH3:31])[CH3:28])=[O:8]. The yield is 0.950. (5) The reactants are CC1(C)C(C)(C)OB([C:9]2[CH:31]=[N:30][C:12]3[N:13]([CH2:22][O:23][CH2:24][CH2:25][Si:26]([CH3:29])([CH3:28])[CH3:27])[C:14]4[CH:19]=[N:18][C:17]([C:20]#[N:21])=[CH:16][C:15]=4[C:11]=3[CH:10]=2)O1.Br[C:34]1[CH:49]=[CH:48][C:37]([CH2:38][N:39]2[CH:44]3[CH2:45][CH2:46][CH:40]2[CH2:41][CH:42]([OH:47])[CH2:43]3)=[CH:36][CH:35]=1.C(=O)([O-])[O-].[Cs+].[Cs+].O. The catalyst is COCCOC.C1C=CC([P]([Pd]([P](C2C=CC=CC=2)(C2C=CC=CC=2)C2C=CC=CC=2)([P](C2C=CC=CC=2)(C2C=CC=CC=2)C2C=CC=CC=2)[P](C2C=CC=CC=2)(C2C=CC=CC=2)C2C=CC=CC=2)(C2C=CC=CC=2)C2C=CC=CC=2)=CC=1. The product is [OH:47][CH:42]1[CH2:41][CH:40]2[N:39]([CH2:38][C:37]3[CH:36]=[CH:35][C:34]([C:9]4[CH:31]=[N:30][C:12]5[N:13]([CH2:22][O:23][CH2:24][CH2:25][Si:26]([CH3:29])([CH3:27])[CH3:28])[C:14]6[CH:19]=[N:18][C:17]([C:20]#[N:21])=[CH:16][C:15]=6[C:11]=5[CH:10]=4)=[CH:49][CH:48]=3)[CH:44]([CH2:45][CH2:46]2)[CH2:43]1. The yield is 0.600.